This data is from Forward reaction prediction with 1.9M reactions from USPTO patents (1976-2016). The task is: Predict the product of the given reaction. (1) Given the reactants [CH3:1][O:2][C:3]([C:5]1[C:13]2[C:8](=[CH:9][C:10]([Br:14])=[CH:11][CH:12]=2)[NH:7][CH:6]=1)=[O:4].[C:15](=O)([O-])[O-].[K+].[K+].CI, predict the reaction product. The product is: [CH3:1][O:2][C:3]([C:5]1[C:13]2[C:8](=[CH:9][C:10]([Br:14])=[CH:11][CH:12]=2)[N:7]([CH3:15])[CH:6]=1)=[O:4]. (2) Given the reactants [N+:1]([C:4]1[CH:9]=[CH:8][C:7]([C:10]2([C:15]3[S:16][CH:17]=[CH:18][CH:19]=3)[O:14][CH2:13][CH2:12][O:11]2)=[CH:6][CH:5]=1)([O-:3])=O.[I:20][C:21]1[CH:22]=[C:23]([CH2:27]C#N)[CH:24]=[CH:25][CH:26]=1.[OH-].[Na+], predict the reaction product. The product is: [I:20][C:21]1[CH:22]=[C:23]([C:27]2[O:3][N:1]=[C:4]3[CH:9]=[CH:8][C:7]([C:10]4([C:15]5[S:16][CH:17]=[CH:18][CH:19]=5)[O:14][CH2:13][CH2:12][O:11]4)=[CH:6][C:5]=23)[CH:24]=[CH:25][CH:26]=1. (3) Given the reactants [CH3:1][O:2][CH:3]1[C:8](=O)[CH2:7][CH2:6][N:5]([C:10]([O:12][CH2:13][CH3:14])=[O:11])[CH2:4]1.[C:15]1([CH2:21][N:22]([CH2:27][C:28]2[CH:33]=[CH:32][CH:31]=[CH:30][CH:29]=2)[CH2:23][CH2:24][CH2:25][NH2:26])[CH:20]=[CH:19][CH:18]=[CH:17][CH:16]=1.S1C=CC=C1.[H][H], predict the reaction product. The product is: [C:28]1([CH2:27][N:22]([CH2:21][C:15]2[CH:20]=[CH:19][CH:18]=[CH:17][CH:16]=2)[CH2:23][CH2:24][CH2:25][NH:26][CH:8]2[CH2:7][CH2:6][N:5]([C:10]([O:12][CH2:13][CH3:14])=[O:11])[CH2:4][CH:3]2[O:2][CH3:1])[CH:29]=[CH:30][CH:31]=[CH:32][CH:33]=1. (4) Given the reactants [F:1][C:2]1[CH:7]=[C:6]([I:8])[CH:5]=[CH:4][C:3]=1[NH:9][C:10]1[CH:18]=[N:17][CH:16]=[CH:15][C:11]=1[C:12]([OH:14])=O.[CH:19]1([NH2:24])[CH2:23][CH2:22][CH2:21][CH2:20]1, predict the reaction product. The product is: [CH:19]1([NH:24][C:12](=[O:14])[C:11]2[CH:15]=[CH:16][N:17]=[CH:18][C:10]=2[NH:9][C:3]2[CH:4]=[CH:5][C:6]([I:8])=[CH:7][C:2]=2[F:1])[CH2:23][CH2:22][CH2:21][CH2:20]1. (5) Given the reactants Cl[C:2]1[N:7]=[C:6]2[N:8]([C:11]3[CH:16]=[CH:15][CH:14]=[C:13]([O:17][C:18]([F:21])([F:20])[F:19])[CH:12]=3)[N:9]=[N:10][C:5]2=[CH:4][CH:3]=1.[CH3:22][N:23]1[CH2:28][CH2:27][CH:26]([CH2:29][NH2:30])[CH2:25][CH2:24]1.C(N(CC)CC)C, predict the reaction product. The product is: [CH3:22][N:23]1[CH2:28][CH2:27][CH:26]([CH2:29][NH:30][C:2]2[N:7]=[C:6]3[N:8]([C:11]4[CH:16]=[CH:15][CH:14]=[C:13]([O:17][C:18]([F:21])([F:20])[F:19])[CH:12]=4)[N:9]=[N:10][C:5]3=[CH:4][CH:3]=2)[CH2:25][CH2:24]1. (6) Given the reactants [F:1][C:2]1[CH:7]=[CH:6][C:5]([C:8]2[CH:13]=[CH:12][C:11]([C@@H:14]([N:16]3[CH2:21][CH2:20][C@:19]([CH2:28][CH2:29]O)([C:22]4[CH:27]=[CH:26][CH:25]=[CH:24][CH:23]=4)[O:18][C:17]3=[O:31])[CH3:15])=[CH:10][CH:9]=2)=[CH:4][CH:3]=1.[NH:32]1[CH2:37][CH2:36][O:35][CH2:34][CH2:33]1, predict the reaction product. The product is: [F:1][C:2]1[CH:3]=[CH:4][C:5]([C:8]2[CH:9]=[CH:10][C:11]([C@@H:14]([N:16]3[CH2:21][CH2:20][C@:19]([CH2:28][CH2:29][N:32]4[CH2:37][CH2:36][O:35][CH2:34][CH2:33]4)([C:22]4[CH:23]=[CH:24][CH:25]=[CH:26][CH:27]=4)[O:18][C:17]3=[O:31])[CH3:15])=[CH:12][CH:13]=2)=[CH:6][CH:7]=1. (7) The product is: [O:18]=[C:14]1[NH:13][N:12]=[C:1]([C:4]2[CH:5]=[C:6]([CH:9]=[CH:10][CH:11]=2)[C:7]#[N:8])[CH:2]=[CH:15]1. Given the reactants [C:1]([C:4]1[CH:5]=[C:6]([CH:9]=[CH:10][CH:11]=1)[C:7]#[N:8])(=O)[CH3:2].[N:12]1[NH:13][C:14](=[O:18])[CH:15]=CC=1, predict the reaction product.